From a dataset of Reaction yield outcomes from USPTO patents with 853,638 reactions. Predict the reaction yield, written as a fraction of the theoretical maximum amount of product (1.0 means a 100% yield; for example, 0.34 means a 34% yield). (1) The reactants are [C:1](#[N:5])[CH2:2][C:3]#[N:4].[Cl:6][C:7]1[CH:14]=[CH:13][C:10]([CH:11]=O)=[CH:9][CH:8]=1.N1CCCCC1.[C:21]([CH2:23][C:24]([NH2:26])=[S:25])#[N:22]. The product is [NH2:4][C:3]1[S:25][C:24]([NH2:26])=[C:23]([C:21]#[N:22])[CH:11]([C:10]2[CH:13]=[CH:14][C:7]([Cl:6])=[CH:8][CH:9]=2)[C:2]=1[C:1]#[N:5]. The catalyst is C(O)C.O. The yield is 0.610. (2) The reactants are [CH2:1]([C:3]1[CH:10]=[C:9]([F:11])[CH:8]=[CH:7][C:4]=1[C:5]#[N:6])[CH3:2].[Br:12]N1C(=O)CCC1=O. The catalyst is FC(C1C=CC=CC=1)(F)F.N(C(C)(C)C#N)=NC(C)(C)C#N. The product is [Br:12][CH:1]([C:3]1[CH:10]=[C:9]([F:11])[CH:8]=[CH:7][C:4]=1[C:5]#[N:6])[CH3:2]. The yield is 0.930. (3) The reactants are [C:1]([C:6]([O:8][CH2:9][CH3:10])=[O:7])#[C:2][C:3]([O-:5])=[O:4].[Br:11][C:12]1[CH:17]=[C:16]([O:18][CH3:19])[CH:15]=[CH:14][C:13]=1[OH:20].[F-].[CH2:22]([N+](CCCC)(CCCC)CCCC)[CH2:23]CC. The catalyst is CC(O)C. The product is [Br:11][C:12]1[CH:17]=[C:16]([O:18][CH3:19])[CH:15]=[CH:14][C:13]=1[O:20]/[C:1](=[CH:2]\[C:3]([O:5][CH2:22][CH3:23])=[O:4])/[C:6]([O:8][CH2:9][CH3:10])=[O:7]. The yield is 0.620. (4) The reactants are [C:1]([C:4]1[C:5](=[O:18])[O:6][C:7]2[C:12]([CH:13]=1)=[CH:11][CH:10]=[C:9]([O:14][CH2:15][CH2:16][OH:17])[CH:8]=2)(=[O:3])[CH3:2].[Br:19]Br. The catalyst is C(Cl)(Cl)Cl.CCO. The product is [Br:19][CH2:2][C:1]([C:4]1[C:5](=[O:18])[O:6][C:7]2[C:12]([CH:13]=1)=[CH:11][CH:10]=[C:9]([O:14][CH2:15][CH2:16][OH:17])[CH:8]=2)=[O:3]. The yield is 0.400. (5) The product is [F:1][C:2]1[CH:10]=[CH:9][CH:8]=[C:7]([F:11])[C:3]=1[C:4]([N:14]([CH:15]=[O:16])[CH:12]=[CH2:13])=[O:5]. The yield is 0.870. The catalyst is CN(C)C1C=CN=CC=1.ClCCl.O. The reactants are [F:1][C:2]1[CH:10]=[CH:9][CH:8]=[C:7]([F:11])[C:3]=1[C:4](Cl)=[O:5].[CH:12]([NH:14][CH:15]=[O:16])=[CH2:13].C(N(CC)CC)C.C(OC)(C)(C)C. (6) The reactants are ClC1C=CC(S(=O)(=O)NC)=CC=1C(O)=O.[Cl:16][C:17]1[CH:25]=[CH:24][C:23]([S:26]([OH:28])=[O:27])=[CH:22][C:18]=1[C:19]([OH:21])=[O:20].[CH:29]([NH2:32])([CH3:31])[CH3:30]. No catalyst specified. The product is [Cl:16][C:17]1[CH:25]=[CH:24][C:23]([S:26](=[O:28])(=[O:27])[NH:32][CH:29]([CH3:31])[CH3:30])=[CH:22][C:18]=1[C:19]([OH:21])=[O:20]. The yield is 0.740. (7) The reactants are [C:1]([O:5][C:6]([NH:8][C@@H:9]([CH2:13][CH:14]=[CH2:15])[C:10]([OH:12])=[O:11])=[O:7])([CH3:4])([CH3:3])[CH3:2].[C:16](OC(O[C:16]([CH3:19])([CH3:18])[CH3:17])N(C)C)([CH3:19])([CH3:18])[CH3:17]. The catalyst is C1(C)C=CC=CC=1. The product is [C:16]([O:11][C:10](=[O:12])[C@@H:9]([NH:8][C:6]([O:5][C:1]([CH3:4])([CH3:3])[CH3:2])=[O:7])[CH2:13][CH:14]=[CH2:15])([CH3:19])([CH3:18])[CH3:17]. The yield is 0.560. (8) The reactants are [F:1][C:2]1[CH:3]=[C:4](OS(C(F)(F)F)(=O)=O)[CH:5]=[CH:6][C:7]=1[N+:8]([O-:10])=[O:9].[CH:19]1(B(O)O)[CH2:21][CH2:20]1.C(=O)([O-])[O-].[Cs+].[Cs+]. The catalyst is C1(C)C=CC=CC=1. The product is [CH:19]1([C:4]2[CH:5]=[CH:6][C:7]([N+:8]([O-:10])=[O:9])=[C:2]([F:1])[CH:3]=2)[CH2:21][CH2:20]1. The yield is 0.810. (9) The reactants are CC1C=C(N2CCN(CCOC3C=CC=CC=3)C2=O)SC=1C(O)=O.[F:25][C:26]1[CH:47]=[CH:46][C:29]([CH2:30][N:31]2[CH2:35][CH2:34][N:33]([C:36]3[S:40][C:39]([C:41]([OH:43])=O)=[C:38]([CH3:44])[CH:37]=3)[C:32]2=[O:45])=[CH:28][CH:27]=1.[S:48]1[C:52]([CH2:53][NH2:54])=[CH:51][C:50]2[CH:55]=[CH:56][CH:57]=[CH:58][C:49]1=2. No catalyst specified. The product is [S:48]1[C:52]([CH2:53][NH:54][C:41]([C:39]2[S:40][C:36]([N:33]3[CH2:34][CH2:35][N:31]([CH2:30][C:29]4[CH:46]=[CH:47][C:26]([F:25])=[CH:27][CH:28]=4)[C:32]3=[O:45])=[CH:37][C:38]=2[CH3:44])=[O:43])=[CH:51][C:50]2[CH:55]=[CH:56][CH:57]=[CH:58][C:49]1=2. The yield is 0.780. (10) The reactants are [CH3:1][C:2]1[CH:3]=[C:4]([CH:21]=[C:22]([CH3:33])[C:23]=1[N:24]1[CH:28]=[C:27]([C:29]([F:32])([F:31])[F:30])[CH:26]=[N:25]1)[O:5][C@H:6]([C:10]1[CH:20]=[CH:19][C:13]([C:14]([O:16]CC)=[O:15])=[CH:12][CH:11]=1)[CH2:7][CH2:8][CH3:9].O.O1CCCC1.O.[OH-].[Li+]. The catalyst is CO. The product is [CH3:1][C:2]1[CH:3]=[C:4]([CH:21]=[C:22]([CH3:33])[C:23]=1[N:24]1[CH:28]=[C:27]([C:29]([F:30])([F:32])[F:31])[CH:26]=[N:25]1)[O:5][C@H:6]([C:10]1[CH:11]=[CH:12][C:13]([C:14]([OH:16])=[O:15])=[CH:19][CH:20]=1)[CH2:7][CH2:8][CH3:9]. The yield is 1.00.